This data is from Reaction yield outcomes from USPTO patents with 853,638 reactions. The task is: Predict the reaction yield, written as a fraction of the theoretical maximum amount of product (1.0 means a 100% yield; for example, 0.34 means a 34% yield). (1) The product is [CH3:8][C:9]([CH3:41])([C:34]([OH:36])=[O:35])[CH2:10][O:11][CH2:12][CH2:13][O:14][CH2:15][CH2:16][O:17][CH2:18][CH2:19][O:20][CH2:21][CH2:22][O:23][CH2:24][CH2:25][O:26][CH2:27][CH2:28][O:29][CH2:30][CH2:31][O:32][CH3:33]. The catalyst is C(Cl)Cl. The reactants are C(O)(C(F)(F)F)=O.[CH3:8][C:9]([CH3:41])([C:34]([O:36]C(C)(C)C)=[O:35])[CH2:10][O:11][CH2:12][CH2:13][O:14][CH2:15][CH2:16][O:17][CH2:18][CH2:19][O:20][CH2:21][CH2:22][O:23][CH2:24][CH2:25][O:26][CH2:27][CH2:28][O:29][CH2:30][CH2:31][O:32][CH3:33]. The yield is 0.950. (2) The catalyst is C1COCC1. The yield is 0.370. The product is [C:19]([C:18]1[O:15][C:14]([C:11]2[N:10]=[C:9]([C:24]3[CH:29]=[CH:28][C:27]([Cl:30])=[CH:26][C:25]=3[Cl:31])[N:8]([C:5]3[CH:4]=[CH:3][C:2]([Cl:1])=[CH:7][CH:6]=3)[C:12]=2[CH3:13])=[N:16][N:17]=1)([CH3:22])([CH3:21])[CH3:20]. The reactants are [Cl:1][C:2]1[CH:7]=[CH:6][C:5]([N:8]2[C:12]([CH3:13])=[C:11]([C:14]([NH:16][NH:17][C:18](=O)[C:19]([CH3:22])([CH3:21])[CH3:20])=[O:15])[N:10]=[C:9]2[C:24]2[CH:29]=[CH:28][C:27]([Cl:30])=[CH:26][C:25]=2[Cl:31])=[CH:4][CH:3]=1.CC[N+](S(N=C(OC)[O-])(=O)=O)(CC)CC. (3) The reactants are [OH:1][C:2]1[CH:20]=[CH:19][C:5]([O:6][C:7]2[CH:12]=[CH:11][C:10]([CH2:13][C:14](OC)=[O:15])=[CH:9][C:8]=2[I:18])=[CH:4][CH:3]=1.[NH2:21][OH:22]. The catalyst is O1CCOCC1. The product is [OH:22][NH:21][C:14](=[O:15])[CH2:13][C:10]1[CH:11]=[CH:12][C:7]([O:6][C:5]2[CH:19]=[CH:20][C:2]([OH:1])=[CH:3][CH:4]=2)=[C:8]([I:18])[CH:9]=1. The yield is 0.630. (4) The yield is 0.950. No catalyst specified. The reactants are [N+:1]([C:4]1[CH:12]=[C:8]([C:9](O)=[O:10])[C:7]([OH:13])=[CH:6][CH:5]=1)([O-:3])=[O:2].S(Cl)([Cl:16])=O.[Cl-].[Ca+2].[Cl-]. The product is [N+:1]([C:4]1[CH:12]=[C:8]([C:9]([Cl:16])=[O:10])[C:7]([OH:13])=[CH:6][CH:5]=1)([O-:3])=[O:2]. (5) The catalyst is [Pd].O.C(O)C. The yield is 0.920. The reactants are [CH2:1]1[C@@H:5]([C:6]([OH:8])=[O:7])[NH:4][CH2:3][C@@H:2]1[OH:9].[CH:10](N)=O.[H][H]. The product is [OH:9][C@H:2]1[CH2:3][N:4]([CH3:10])[C@H:5]([C:6]([OH:8])=[O:7])[CH2:1]1.